Dataset: Full USPTO retrosynthesis dataset with 1.9M reactions from patents (1976-2016). Task: Predict the reactants needed to synthesize the given product. (1) Given the product [Cl:1][C:2]1[CH:3]=[C:4]([S:8]([NH:11][C:12]2[CH:21]=[CH:20][C:15]([C:16]([OH:18])=[O:17])=[C:14]([OH:22])[CH:13]=2)(=[O:9])=[O:10])[S:5][C:6]=1[Cl:7], predict the reactants needed to synthesize it. The reactants are: [Cl:1][C:2]1[CH:3]=[C:4]([S:8]([NH:11][C:12]2[CH:21]=[CH:20][C:15]([C:16]([O:18]C)=[O:17])=[C:14]([OH:22])[CH:13]=2)(=[O:10])=[O:9])[S:5][C:6]=1[Cl:7]. (2) Given the product [C:18]([NH2:17])(=[O:26])[C:19]1[CH:24]=[CH:23][CH:22]=[N:21][CH:20]=1, predict the reactants needed to synthesize it. The reactants are: C(NC1C=C([NH:17][C:18](=[O:26])[C:19]2[CH:24]=[CH:23][C:22](Cl)=[N:21][CH:20]=2)C=CC=1Cl)(=O)C1C=CC=CC=1.C[C@H]1O[C@@H](C)CNC1. (3) The reactants are: [CH2:1]([N:3]1[C:7]([OH:8])=[CH:6][C:5]([CH3:9])=[N:4]1)[CH3:2].[OH-].[Ca+2].[OH-].[C:13](Cl)(=[O:20])[C:14]1[CH:19]=[CH:18][CH:17]=[CH:16][CH:15]=1.Cl. Given the product [CH2:1]([N:3]1[C:7]([OH:8])=[C:6]([C:13]([C:14]2[CH:19]=[CH:18][CH:17]=[CH:16][CH:15]=2)=[O:20])[C:5]([CH3:9])=[N:4]1)[CH3:2], predict the reactants needed to synthesize it. (4) Given the product [Cl:2][C:3]1[CH:4]=[C:5]2[C:9](=[CH:10][CH:11]=1)[NH:8][CH:7]=[C:6]2[CH2:12][CH2:50][NH:51][C:53]([C:24]1[CH:25]=[C:26]([CH2:27][OH:49])[O:22][N:23]=1)=[O:54], predict the reactants needed to synthesize it. The reactants are: Cl.[Cl:2][C:3]1[CH:4]=[C:5]2[C:9](=[CH:10][CH:11]=1)[NH:8][CH:7]=[C:6]2[CH2:12]CN.CN(C([O:22][N:23]1N=N[C:25]2[CH:26]=[CH:27]C=N[C:24]1=2)=[N+](C)C)C.F[P-](F)(F)(F)(F)F.C(N(CC)C(C)C)(C)C.C[OH:49].[CH3:50][N:51]([CH:53]=[O:54])C.